This data is from Reaction yield outcomes from USPTO patents with 853,638 reactions. The task is: Predict the reaction yield, written as a fraction of the theoretical maximum amount of product (1.0 means a 100% yield; for example, 0.34 means a 34% yield). The reactants are Cl[C:2]1[N:7]=[CH:6][C:5]([C:8]2[NH:12][C:11]([C@@H:13]3[CH2:25][N:23]4[C:24]5[CH:16]([C@@H:17]([NH:26][C:27](=[O:30])[O:28][CH3:29])[CH2:18][CH2:19][C:20]=5[CH:21]=[CH:22]4)[C:15](=[O:31])[CH2:14]3)=[N:10][CH:9]=2)=[CH:4][N:3]=1.F[C:33]1(F)[CH2:37][N:36]([C:38](=[O:48])[C@@H:39]([NH:43][C:44](=[O:47])[O:45][CH3:46])[CH:40]([CH3:42])[CH3:41])[C@H:35]([C:49]2[NH:50][C:51]([C:54]3[CH:59]=[CH:58][C:57](B4OC(C)(C)C(C)(C)O4)=[CH:56][CH:55]=3)=[CH:52][N:53]=2)[CH2:34]1.C(=O)(O)[O-].[Na+].C1(C)C=CC=CC=1. The catalyst is O.C(O)C. The yield is 0.360. The product is [CH3:29][O:28][C:27](=[O:30])[NH:26][C@@H:17]1[CH:16]2[C:15](=[O:31])[CH2:14][C@H:13]([C:11]3[NH:12][C:8]([C:5]4[CH:4]=[N:3][C:2]([C:57]5[CH:58]=[CH:59][C:54]([C:51]6[NH:50][C:49]([C@@H:35]7[CH2:34][CH2:33][CH2:37][N:36]7[C:38](=[O:48])[C@@H:39]([NH:43][C:44]([O:45][CH3:46])=[O:47])[CH:40]([CH3:42])[CH3:41])=[N:53][CH:52]=6)=[CH:55][CH:56]=5)=[N:7][CH:6]=4)=[CH:9][N:10]=3)[CH2:25][N:23]3[C:24]2=[C:20]([CH:21]=[CH:22]3)[CH2:19][CH2:18]1.